From a dataset of Full USPTO retrosynthesis dataset with 1.9M reactions from patents (1976-2016). Predict the reactants needed to synthesize the given product. (1) Given the product [Br:1][C:2]1[N:3]=[C:4]2[CH2:12][CH2:11][CH2:10][N:9]([CH2:14][CH2:15][CH2:16][CH2:17][CH2:18][CH2:19][C:20]([O:22][CH2:23][CH3:24])=[O:21])[C:5]2=[N:6][C:7]=1[Cl:8], predict the reactants needed to synthesize it. The reactants are: [Br:1][C:2]1[N:3]=[C:4]2[CH2:12][CH2:11][C:10](=O)[N:9]([CH2:14][CH2:15][CH2:16][CH2:17][CH2:18][CH2:19][C:20]([O:22][CH2:23][CH3:24])=[O:21])[C:5]2=[N:6][C:7]=1[Cl:8].O1CCCC1.B.CO. (2) Given the product [CH2:36]([C:33]1[CH:32]=[N:31][C:30]([N:18]([CH2:19][C:20]2[CH:21]=[CH:22][C:23]([C:26]([F:27])([F:28])[F:29])=[CH:24][CH:25]=2)[CH2:17][CH2:16][CH2:15][CH:11]2[CH2:10][CH2:9][C:8]3[C:13](=[CH:14][C:5]([CH2:4][C:3]([OH:38])=[O:2])=[CH:6][CH:7]=3)[O:12]2)=[N:35][CH:34]=1)[CH3:37], predict the reactants needed to synthesize it. The reactants are: C[O:2][C:3](=[O:38])[CH2:4][C:5]1[CH:14]=[C:13]2[C:8]([CH2:9][CH2:10][CH:11]([CH2:15][CH2:16][CH2:17][N:18]([C:30]3[N:35]=[CH:34][C:33]([CH2:36][CH3:37])=[CH:32][N:31]=3)[CH2:19][C:20]3[CH:25]=[CH:24][C:23]([C:26]([F:29])([F:28])[F:27])=[CH:22][CH:21]=3)[O:12]2)=[CH:7][CH:6]=1.[Li+].[OH-]. (3) Given the product [Cl:22][C:23]1[N:28]=[CH:27][C:26]([CH2:31][NH:34][C:6]2[N:5]=[CH:4][C:3]([C:1]#[N:2])=[CH:20][C:7]=2[C:8]([NH:10][C@H:11]([C:13]2[CH:18]=[CH:17][C:16]([F:19])=[CH:15][CH:14]=2)[CH3:12])=[O:9])=[CH:25][CH:24]=1, predict the reactants needed to synthesize it. The reactants are: [C:1]([C:3]1[CH:4]=[N:5][C:6](F)=[C:7]([CH:20]=1)[C:8]([NH:10][C@H:11]([C:13]1[CH:18]=[CH:17][C:16]([F:19])=[CH:15][CH:14]=1)[CH3:12])=[O:9])#[N:2].[Cl:22][C:23]1[N:28]=[CH:27][C:26](NC)=[CH:25][CH:24]=1.[CH:31]([N:34](CC)C(C)C)(C)C. (4) Given the product [CH3:1][C:2]1[C:6]([CH3:7])=[C:5]([NH:8][C:9]([N:33]2[CH2:34][CH2:35][N:30]([C:27]3[S:28][CH:29]=[C:25]([C:21]4[CH:22]=[CH:23][CH:24]=[C:19]([O:18][CH3:17])[CH:20]=4)[N:26]=3)[CH2:31][CH2:32]2)=[O:16])[O:4][N:3]=1, predict the reactants needed to synthesize it. The reactants are: [CH3:1][C:2]1[C:6]([CH3:7])=[C:5]([NH:8][C:9](=[O:16])OCC(Cl)(Cl)Cl)[O:4][N:3]=1.[CH3:17][O:18][C:19]1[CH:20]=[C:21]([C:25]2[N:26]=[C:27]([N:30]3[CH2:35][CH2:34][NH:33][CH2:32][CH2:31]3)[S:28][CH:29]=2)[CH:22]=[CH:23][CH:24]=1.C(N(C(C)C)CC)(C)C.O. (5) Given the product [Cl:11][C:12]1[CH:13]=[C:14]([C:15]2[S:10][C:8]([NH2:9])=[N:6][N:7]=2)[CH:18]=[CH:19][C:20]=1[O:21][CH:22]([CH3:23])[CH3:24], predict the reactants needed to synthesize it. The reactants are: P(Cl)(Cl)(Cl)=O.[NH:6]([C:8](=[S:10])[NH2:9])[NH2:7].[Cl:11][C:12]1[CH:13]=[C:14]([CH:18]=[CH:19][C:20]=1[O:21][CH:22]([CH3:24])[CH3:23])[C:15](Cl)=O. (6) The reactants are: Br[C:2]1[C:3]([O:21]C)=[CH:4][C:5]([O:19]C)=[C:6]([C:8]2[C:12]3[CH:13]=[CH:14][C:15]([O:17]C)=[CH:16][C:11]=3[O:10][N:9]=2)[CH:7]=1.[Li][CH2:24]CCC.IC.B(Br)(Br)Br. Given the product [OH:17][C:15]1[CH:14]=[CH:13][C:12]2[C:8]([C:6]3[CH:7]=[C:2]([CH3:24])[C:3]([OH:21])=[CH:4][C:5]=3[OH:19])=[N:9][O:10][C:11]=2[CH:16]=1, predict the reactants needed to synthesize it. (7) The reactants are: Br[C:2]1[CH:7]=[CH:6][N:5]2[C:8]([C:11]([O:13][CH3:14])=[O:12])=[CH:9][N:10]=[C:4]2[CH:3]=1.[CH3:15][N:16]1[C:20](B2OC(C)(C)C(C)(C)O2)=[CH:19][CH:18]=[N:17]1.COCCOC.C(N(CC)CC)C. Given the product [CH3:15][N:16]1[C:20]([C:2]2[CH:7]=[CH:6][N:5]3[C:8]([C:11]([O:13][CH3:14])=[O:12])=[CH:9][N:10]=[C:4]3[CH:3]=2)=[CH:19][CH:18]=[N:17]1, predict the reactants needed to synthesize it.